Dataset: Reaction yield outcomes from USPTO patents with 853,638 reactions. Task: Predict the reaction yield, written as a fraction of the theoretical maximum amount of product (1.0 means a 100% yield; for example, 0.34 means a 34% yield). (1) The catalyst is O1CCOCC1. The yield is 0.900. The product is [CH3:14][O:13][N:12]([C:4]1[N:5]=[C:6]([NH:8][CH2:9][C:10]#[CH:11])[N:7]=[C:2]([NH:16][CH2:17][CH:18]([OH:20])[CH3:19])[N:3]=1)[CH3:15]. The reactants are Cl[C:2]1[N:7]=[C:6]([NH:8][CH2:9][C:10]#[CH:11])[N:5]=[C:4]([N:12]([CH3:15])[O:13][CH3:14])[N:3]=1.[NH2:16][CH2:17][CH:18]([OH:20])[CH3:19].C([O-])(O)=O.[Na+]. (2) The reactants are [C:1]1([C:7]#[C:8][CH3:9])[CH:6]=[CH:5][CH:4]=[CH:3][CH:2]=1. The catalyst is C1(C)C=CC=CC=1. The yield is 0.850. The product is [C:1]1([C:7]#[C:8][C:9]2[CH:5]=[CH:6][CH:1]=[CH:2][CH:3]=2)[CH:6]=[CH:5][CH:4]=[CH:3][CH:2]=1. (3) The reactants are [N:1]1[C:10]2[C:5](=[CH:6][CH:7]=[CH:8][CH:9]=2)[CH:4]=[CH:3][C:2]=1[CH2:11][O:12][C:13]1[CH:18]=[CH:17][C:16]([CH2:19][C:20]([O:22]CC)=[O:21])=[CH:15][CH:14]=1.[OH-].[K+]. The catalyst is C(O)C.O. The product is [N:1]1[C:10]2[C:5](=[CH:6][CH:7]=[CH:8][CH:9]=2)[CH:4]=[CH:3][C:2]=1[CH2:11][O:12][C:13]1[CH:14]=[CH:15][C:16]([CH2:19][C:20]([OH:22])=[O:21])=[CH:17][CH:18]=1. The yield is 0.950. (4) The yield is 0.760. The reactants are [Cl:1][C:2]1[C:3](I)=[N:4][C:5]([Cl:8])=[CH:6][CH:7]=1.C([Sn](CCCC)(CCCC)[C:15]1[CH:20]=[CH:19][CH:18]=[CH:17][N:16]=1)CCC. The catalyst is C1(C)C=CC=CC=1. The product is [Cl:1][C:2]1[C:3]([C:15]2[CH:20]=[CH:19][CH:18]=[CH:17][N:16]=2)=[N:4][C:5]([Cl:8])=[CH:6][CH:7]=1.